From a dataset of Full USPTO retrosynthesis dataset with 1.9M reactions from patents (1976-2016). Predict the reactants needed to synthesize the given product. (1) The reactants are: [H-].[Al+3].[Li+].[H-].[H-].[H-].[CH2:7]([O:9][C:10]([NH:12][C:13]1[C:14]([C:18](OC)=[O:19])=[CH:15][S:16][CH:17]=1)=[O:11])[CH3:8].O.[OH-].[Na+]. Given the product [CH2:7]([O:9][C:10]([NH:12][C:13]1[C:14]([CH:18]=[O:19])=[CH:15][S:16][CH:17]=1)=[O:11])[CH3:8], predict the reactants needed to synthesize it. (2) Given the product [Cl:18][C:15]1[CH:16]=[CH:17][C:12]([C:5]2[N:6]=[C:7]([C:8]([O:10][CH3:11])=[O:9])[C:2]3[C:24]([CH3:25])=[CH:23][N:22]([CH2:35][O:34][CH2:32][CH3:33])[C:3]=3[N:4]=2)=[C:13]([F:21])[C:14]=1[O:19][CH3:20], predict the reactants needed to synthesize it. The reactants are: Cl[C:2]1[C:3]([NH:22][CH2:23][CH:24]=[CH2:25])=[N:4][C:5]([C:12]2[CH:17]=[CH:16][C:15]([Cl:18])=[C:14]([O:19][CH3:20])[C:13]=2[F:21])=[N:6][C:7]=1[C:8]([O:10][CH3:11])=[O:9].CC(C)([O-])C.[K+].[CH2:32]([O:34][CH2:35]Cl)[CH3:33]. (3) Given the product [CH:26]([N:17]1[C:16]2[N:15]=[C:14]([NH:13][C:9]3[CH:8]=[C:7]([S:4]([CH2:3][CH2:2][O:1][S:38]([CH3:41])(=[O:40])=[O:39])(=[O:5])=[O:6])[CH:12]=[CH:11][CH:10]=3)[N:23]=[CH:22][C:21]=2[N:20]([CH3:24])[C:19](=[O:25])[CH2:18]1)([CH3:28])[CH3:27], predict the reactants needed to synthesize it. The reactants are: [OH:1][CH2:2][CH2:3][S:4]([C:7]1[CH:8]=[C:9]([NH:13][C:14]2[N:23]=[CH:22][C:21]3[N:20]([CH3:24])[C:19](=[O:25])[CH2:18][N:17]([CH:26]([CH3:28])[CH3:27])[C:16]=3[N:15]=2)[CH:10]=[CH:11][CH:12]=1)(=[O:6])=[O:5].C(N(C(C)C)C(C)C)C.[S:38](Cl)([CH3:41])(=[O:40])=[O:39].O. (4) Given the product [Cl:1][C:2]1[CH:29]=[CH:28][C:5]([CH2:6][N:7]2[C:15]3[C:10](=[CH:11][C:12](/[CH:16]=[C:17]4/[C:18](=[O:27])[N:19]([CH2:23][CH2:24][N:25]([CH3:26])[S:35]([CH3:34])(=[O:37])=[O:36])[C:20](=[O:22])[S:21]/4)=[CH:13][CH:14]=3)[CH:9]=[N:8]2)=[C:4]([C:30]([F:31])([F:33])[F:32])[CH:3]=1, predict the reactants needed to synthesize it. The reactants are: [Cl:1][C:2]1[CH:29]=[CH:28][C:5]([CH2:6][N:7]2[C:15]3[C:10](=[CH:11][C:12]([CH:16]=[C:17]4[S:21][C:20](=[O:22])[N:19]([CH2:23][CH2:24][NH:25][CH3:26])[C:18]4=[O:27])=[CH:13][CH:14]=3)[CH:9]=[N:8]2)=[C:4]([C:30]([F:33])([F:32])[F:31])[CH:3]=1.[CH3:34][S:35](Cl)(=[O:37])=[O:36].